This data is from Forward reaction prediction with 1.9M reactions from USPTO patents (1976-2016). The task is: Predict the product of the given reaction. Given the reactants Cl.[NH:2]1[CH2:7][CH2:6][CH:5]([C:8]2[C:9]([N:14]3[CH2:19][CH2:18][CH:17]([CH2:20][OH:21])[CH2:16][CH2:15]3)=[N:10][CH:11]=[CH:12][N:13]=2)[CH2:4][CH2:3]1.Cl[C:23]1[CH:32]=[CH:31][C:30]2[C:25](=[CH:26][CH:27]=[CH:28][CH:29]=2)[N:24]=1.C([O-])([O-])=O.[Cs+].[Cs+], predict the reaction product. The product is: [N:24]1[C:25]2[C:30](=[CH:29][CH:28]=[CH:27][CH:26]=2)[CH:31]=[CH:32][C:23]=1[N:2]1[CH2:3][CH2:4][CH:5]([C:8]2[C:9]([N:14]3[CH2:19][CH2:18][CH:17]([CH2:20][OH:21])[CH2:16][CH2:15]3)=[N:10][CH:11]=[CH:12][N:13]=2)[CH2:6][CH2:7]1.